The task is: Predict the reactants needed to synthesize the given product.. This data is from Full USPTO retrosynthesis dataset with 1.9M reactions from patents (1976-2016). (1) Given the product [CH:24]1([C:21]2[CH:22]=[N:23][C:11]([NH:10][C:6]3[CH:5]=[C:4]4[C:9](=[CH:8][CH:7]=3)[NH:1][CH:2]=[C:3]4[I:27])=[C:12]([CH:20]=2)[C:13]([O:15][CH3:16])=[O:14])[CH2:26][CH2:25]1, predict the reactants needed to synthesize it. The reactants are: [NH:1]1[C:9]2[C:4](=[CH:5][C:6]([NH:10][C:11]3[N:23]=[CH:22][C:21]([CH:24]4[CH2:26][CH2:25]4)=[CH:20][C:12]=3[C:13]([O:15][CH2:16]CCC)=[O:14])=[CH:7][CH:8]=2)[CH:3]=[CH:2]1.[I:27]I.[OH-].[Na+]. (2) Given the product [CH3:22][C@H:16]1[CH2:21][C:20](=[O:14])[C@H:19]([CH:4]([CH3:13])[CH3:3])[CH2:18][CH2:17]1, predict the reactants needed to synthesize it. The reactants are: [Na+].[Br-].[CH3:3][C:4]1([CH3:13])N([O])C(C)(C)CCC1.[OH:14]Cl.[C:16]1([CH3:22])[CH:21]=[CH:20][CH:19]=[CH:18][CH:17]=1. (3) Given the product [CH3:2][CH:16]1[CH2:15][C:23]2[C:18](=[CH:19][CH:20]=[CH:21][CH:22]=2)[C:17]1=[O:24], predict the reactants needed to synthesize it. The reactants are: [Li+].[CH3:2]C([N-]C(C)C)C.C1([CH:15]2[C:23]3[C:18](=[CH:19][CH:20]=[CH:21][CH:22]=3)[C:17](=[O:24])[CH2:16]2)C=CC=CC=1.IC. (4) Given the product [ClH:35].[NH2:7][C@:8]([CH3:19])([CH2:9][CH2:10][C:11]1[CH:16]=[CH:15][C:14]2[O:17][C:39]([C:40]3[CH:45]=[CH:44][CH:43]=[C:42]([O:46][CH2:47][CH3:48])[CH:41]=3)=[N:18][C:13]=2[CH:12]=1)[CH2:20][O:21][P:22](=[O:23])([OH:24])[OH:29], predict the reactants needed to synthesize it. The reactants are: C(OC(=O)[NH:7][C@:8]([CH2:20][O:21][P:22]([O:29]C(C)(C)C)([O:24]C(C)(C)C)=[O:23])([CH3:19])[CH2:9][CH2:10][C:11]1[CH:16]=[CH:15][C:14]([OH:17])=[C:13]([NH2:18])[CH:12]=1)(C)(C)C.[ClH:35].C(O[C:39](=N)[C:40]1[CH:45]=[CH:44][CH:43]=[C:42]([O:46][CH2:47][CH3:48])[CH:41]=1)C. (5) Given the product [Cl:1][C:2]1[CH:7]=[CH:6][C:5]([C:8]2[C:9]3[N:22]=[C:21]([N:23]4[CH2:28][CH2:27][CH2:26][CH2:24]4)[CH:20]=[CH:19][C:10]=3[C:11]3[C:17]([CH3:18])=[N:16][O:15][C:12]=3[CH2:13][N:14]=2)=[CH:4][CH:3]=1, predict the reactants needed to synthesize it. The reactants are: [Cl:1][C:2]1[CH:7]=[CH:6][C:5]([C:8]2[C:9]3[N:22]=[C:21]([NH:23][CH3:24])[CH:20]=[CH:19][C:10]=3[C:11]3[C:17]([CH3:18])=[N:16][O:15][C:12]=3[CH2:13][N:14]=2)=[CH:4][CH:3]=1.N1C[CH2:28][CH2:27][CH2:26]1. (6) Given the product [CH3:15][O:16][C:17]1[CH:18]=[C:19]([C:23]2[CH:28]=[CH:27][CH:26]=[CH:25][C:24]=2[CH2:29][N:12]2[CH2:13][CH2:14][N:9]([C:4]3[CH:5]=[CH:6][CH:7]=[CH:8][C:3]=3[O:2][CH3:1])[CH2:10][CH2:11]2)[CH:20]=[CH:21][CH:22]=1, predict the reactants needed to synthesize it. The reactants are: [CH3:1][O:2][C:3]1[CH:8]=[CH:7][CH:6]=[CH:5][C:4]=1[N:9]1[CH2:14][CH2:13][NH:12][CH2:11][CH2:10]1.[CH3:15][O:16][C:17]1[CH:18]=[C:19]([C:23]2[C:24]([CH:29]=O)=[CH:25][CH:26]=[CH:27][CH:28]=2)[CH:20]=[CH:21][CH:22]=1.[BH-](OC(C)=O)(OC(C)=O)OC(C)=O.[Na+].C1(C2C=CC=CC=2)C=CC=CC=1CN1CCN(C2C=CC=CC=2)CC1.